Task: Predict the reaction yield, written as a fraction of the theoretical maximum amount of product (1.0 means a 100% yield; for example, 0.34 means a 34% yield).. Dataset: Reaction yield outcomes from USPTO patents with 853,638 reactions The reactants are [CH2:1]=[C:2]1[C:14](=[O:15])[C:13]2[C:12]3[C:7](=[CH:8][CH:9]=[CH:10][CH:11]=3)[N:6]([CH2:16][C:17]3[CH:26]=[CH:25][C:20]([C:21]([O:23][CH3:24])=[O:22])=[CH:19][CH:18]=3)[C:5]=2[CH2:4][CH2:3]1.Cl.[F:28][C:29]1([F:33])[CH2:32][NH:31][CH2:30]1.C(=O)([O-])[O-].[K+].[K+]. The catalyst is C1(C)C=CC=CC=1. The product is [F:28][C:29]1([F:33])[CH2:32][N:31]([CH2:1][CH:2]2[C:14](=[O:15])[C:13]3[C:12]4[C:7](=[CH:8][CH:9]=[CH:10][CH:11]=4)[N:6]([CH2:16][C:17]4[CH:18]=[CH:19][C:20]([C:21]([O:23][CH3:24])=[O:22])=[CH:25][CH:26]=4)[C:5]=3[CH2:4][CH2:3]2)[CH2:30]1. The yield is 0.410.